Dataset: Experimentally validated miRNA-target interactions with 360,000+ pairs, plus equal number of negative samples. Task: Binary Classification. Given a miRNA mature sequence and a target amino acid sequence, predict their likelihood of interaction. (1) The miRNA is hsa-miR-27b-5p with sequence AGAGCUUAGCUGAUUGGUGAAC. The protein sequence of the target gene is MATKEKLQCLKDFHKDILKPSPGKSPGTRPEDEAEGKPPQREKWSSKIDFVLSVAGGFVGLGNVWRFPYLCYKNGGGAFLIPYFIFLFGSGLPVFFLEIIIGQYTSEGGITCWEKICPLFSGIGYASVVIVSLLNVYYIVILAWATYYLFQSFQKELPWAHCNHSWNTPHCMEDTMRKNKSVWITISSTNFTSPVIEFWERNVLSLSPGIDHPGSLKWDLALCLLLVWLVCFFCIWKGVRSTGKVVYFTATFPFAMLLVLLVRGLTLPGAGAGIKFYLYPDITRLEDPQVWIDAGTQIFF.... Result: 1 (interaction). (2) The miRNA is hsa-miR-6807-5p with sequence GUGAGCCAGUGGAAUGGAGAGG. The protein sequence of the target gene is MTPEDPEETQPLLGPPGGSAPRGRRVFLAAFAAALGPLSFGFALGYSSPAIPSLQRAAPPAPRLDDAAASWFGAVVTLGAAAGGVLGGWLVDRAGRKLSLLLCSVPFVAGFAVITAAQDVWMLLGGRLLTGLACGVASLVAPVYISEIAYPAVRGLLGSCVQLMVVVGILLAYLAGWVLEWRWLAVLGCVPPSLMLLLMCFMPETPRFLLTQHRRQEAMAALRFLWGSEQGWEDPPIGAEQSFHLALLRQPGIYKPFIIGVSLMAFQQLSGVNAVMFYAETIFEEAKFKDSSLASVVVGV.... Result: 1 (interaction). (3) The miRNA is mmu-miR-690 with sequence AAAGGCUAGGCUCACAACCAAA. Result: 0 (no interaction). The protein sequence of the target gene is MAPPVSERGLKSVVWRKIKTAVFDDCRKEGEWKIMLLDEFTTKLLSSCCKMTDLLEEGITVIENIYKNREPVRQMKALYFISPTPKSVDCFLRDFGSKSEKKYKAAYIYFTDFCPDSLFNKIKASCSKSIRRCKEINISFIPQESQVYTLDVPDAFYYCYSPDPSNASRKEVVMEAMAEQIVTVCATLDENPGVRYKSKPLDNASKLAQLVEKKLEDYYKIDEKGLIKGKTQSQLLIIDRGFDPVSTVLHELTFQAMAYDLLPIENDTYKYKTDGKEKEAVLEEDDDLWVRVRHRHIAVV.... (4) The miRNA is mmu-miR-143-5p with sequence GGUGCAGUGCUGCAUCUCUGG. The protein sequence of the target gene is MWATCCNWFCLDGQPEEVPPPQGARMQAYSNPGYSSFPSPTGLEPSCKSCGAHFANTARKQTCLDCKKNFCMTCSSQVGNGPRLCLLCQRFRATAFQREELMKMKVKDLRDYLSLHDISTEMCREKEELVLLVLGQQPVISQEDRTRASTLSPDFPEQQAFLTQPHSSMVPPTSPNLPSSSAQATSVPPAQVQENQQANGHVSQDQEEPVYLESVARVPAEDETQSIDSEDSFVPGRRASLSDLTDLEDIEGLTVRQLKEILARNFVNYKGCCEKWELMERVTRLYKDQKGLQHLVSGAE.... Result: 0 (no interaction). (5) The miRNA is hsa-miR-518a-5p with sequence CUGCAAAGGGAAGCCCUUUC. The protein sequence of the target gene is MAGCTRKLTHLRKRIHRPRRRTTRRWKRWFKFRKRKGEKRPRPNHKAVARRAKLKFSTSEKLHWPEQELAKKSILNAEDSLIIDNKRSISHLSSGVLKDIFTTGTSSYNVLLQSKEEKKYHSQKQSSSTYSKRCRKPSKSPNTSRSKDPRRMKALVPVTSSGTWYCLERRPAVFVTSSVSSPVKFTHDISVTGNGIVLPPKPKSKVKWCHFSTLPKPKPQLSRSFEKGDDFSGKKFCILTAIKPTNLEKEKLRFFKSDYTYNPQFEYANPALPSVLAKHSHASDRFLKQIVVHLTEDLLS.... Result: 1 (interaction).